From a dataset of Retrosynthesis with 50K atom-mapped reactions and 10 reaction types from USPTO. Predict the reactants needed to synthesize the given product. (1) Given the product CN(Cc1ccccc1)C(=O)[C@H](Cc1ccc(OC(C)(C)C)cc1)NC(=O)OCCN1CCN(C(=O)OC(C)(C)C)CC1, predict the reactants needed to synthesize it. The reactants are: CC(C)(C)OC(=O)N1CCN(CCOC(=O)N[C@@H](Cc2ccc(OC(C)(C)C)cc2)C(=O)O)CC1.CNCc1ccccc1. (2) Given the product Fc1cccc(Oc2ccc(F)c(CBr)c2)c1, predict the reactants needed to synthesize it. The reactants are: Cc1cc(Oc2cccc(F)c2)ccc1F.O=C1CCC(=O)N1Br. (3) Given the product CCOC(=O)C1(N(C)C(=O)c2cccc(C)c2OC(C)C)Cc2ccccc2C1, predict the reactants needed to synthesize it. The reactants are: CCOC(=O)C1(NC(=O)c2cccc(C)c2OC(C)C)Cc2ccccc2C1.CI. (4) The reactants are: CCCC1=C(C(=O)Nc2ccc(SCCCCCC(=O)OCC)cc2)SC2=NCCCN21. Given the product CCCC1=C(C(=O)Nc2ccc(SCCCCCC(=O)O)cc2)SC2=NCCCN21, predict the reactants needed to synthesize it. (5) Given the product CCOC(=O)Cc1cn(Cc2ccc(OCCc3nc(-c4ccccc4)oc3C)nc2)nc1-c1ccccc1, predict the reactants needed to synthesize it. The reactants are: CCOC(=O)Cc1c[nH]nc1-c1ccccc1.Cc1oc(-c2ccccc2)nc1CCOc1ccc(CCl)cn1. (6) Given the product C=C(C)C(=O)OCCCC(=O)OC1C2CC3C1OC(=O)C3C2C(=O)OC, predict the reactants needed to synthesize it. The reactants are: C=C(C)C(=O)[O-].COC(=O)C1C2CC3C(OC(=O)C31)C2OC(=O)CCCCl. (7) Given the product Cc1cc(Oc2cccc(N(Cc3cccc(OC(F)(F)F)c3)C[C@@H](O)C(F)(F)F)c2)ccc1F, predict the reactants needed to synthesize it. The reactants are: Cc1cc(O)ccc1F.O[C@H](CN(Cc1cccc(OC(F)(F)F)c1)c1cccc(Br)c1)C(F)(F)F. (8) Given the product CC(C)(C)OC(=O)N1CCO[C@H](C(=O)c2cc(F)c(OCc3ccccc3)cc2F)C1, predict the reactants needed to synthesize it. The reactants are: CON(C)C(=O)[C@@H]1CN(C(=O)OC(C)(C)C)CCO1.Fc1cc(OCc2ccccc2)c(F)cc1Br. (9) Given the product C#CCOCCCCCCCCCCOC(=O)C1CC1, predict the reactants needed to synthesize it. The reactants are: C#CCOCCCCCCCCCCO.O=C(O)C1CC1.